This data is from TCR-epitope binding with 47,182 pairs between 192 epitopes and 23,139 TCRs. The task is: Binary Classification. Given a T-cell receptor sequence (or CDR3 region) and an epitope sequence, predict whether binding occurs between them. The epitope is NLSALGIFST. The TCR CDR3 sequence is CASSLEVTYEQYF. Result: 1 (the TCR binds to the epitope).